From a dataset of Forward reaction prediction with 1.9M reactions from USPTO patents (1976-2016). Predict the product of the given reaction. (1) The product is: [NH2:40][C:36]1[CH:35]=[C:34]([CH:39]=[CH:38][CH:37]=1)[C:33]([NH:32][C:3]1[C:4]([NH:25][S:26]([CH2:29][CH2:30][CH3:31])(=[O:28])=[O:27])=[CH:5][C:6]([CH:8]2[C:17]3[C:16](=[O:18])[CH2:15][CH:14]([CH2:19][CH2:20][CH3:21])[CH2:13][C:12]=3[NH:11][C:10]([CH3:22])=[C:9]2[C:23]#[N:24])=[CH:7][C:2]=1[Br:1])=[O:43]. Given the reactants [Br:1][C:2]1[CH:7]=[C:6]([CH:8]2[C:17]3[C:16](=[O:18])[CH2:15][CH:14]([CH2:19][CH2:20][CH3:21])[CH2:13][C:12]=3[NH:11][C:10]([CH3:22])=[C:9]2[C:23]#[N:24])[CH:5]=[C:4]([NH:25][S:26]([CH2:29][CH2:30][CH3:31])(=[O:28])=[O:27])[C:3]=1[NH:32][C:33](=[O:43])[C:34]1[CH:39]=[CH:38][CH:37]=[C:36]([N+:40]([O-])=O)[CH:35]=1.C(O)(=O)C, predict the reaction product. (2) Given the reactants [NH2:1][C:2]1[CH:3]=[CH:4][C:5]2[C:14]3[C:9](=[CH:10][C:11]([OH:15])=[CH:12][CH:13]=3)[O:8][C:7](=[O:16])[C:6]=2[CH:17]=1.II, predict the reaction product. The product is: [OH:15][C:11]1[CH:10]=[C:9]2[C:14](=[CH:13][CH:12]=1)[C:5]1[C:6](=[C:17]3[C:2](=[CH:3][CH:4]=1)[NH:1][C:5]([CH3:14])([CH3:6])[CH:4]=[C:3]3[CH3:2])[C:7](=[O:16])[O:8]2. (3) Given the reactants [O:1]1[CH2:6][CH:5]=[C:4]([C:7]2[N:12]=[C:11]([N:13]3[CH2:18][CH2:17][O:16][CH2:15][CH2:14]3)[N:10]=[C:9]([C:19]3[CH:24]=[CH:23][C:22]([NH:25][C:26]([NH:28][C:29]4[CH:34]=[CH:33][N:32]=[CH:31][CH:30]=4)=[O:27])=[CH:21][CH:20]=3)[N:8]=2)[CH2:3][CH2:2]1, predict the reaction product. The product is: [N:13]1([C:11]2[N:12]=[C:7]([CH:4]3[CH2:5][CH2:6][O:1][CH2:2][CH2:3]3)[N:8]=[C:9]([C:19]3[CH:24]=[CH:23][C:22]([NH:25][C:26]([NH:28][C:29]4[CH:30]=[CH:31][N:32]=[CH:33][CH:34]=4)=[O:27])=[CH:21][CH:20]=3)[N:10]=2)[CH2:14][CH2:15][O:16][CH2:17][CH2:18]1. (4) Given the reactants [CH:1]1([SH:6])[CH2:5][CH2:4][CH2:3][CH2:2]1.[Na].CC1C=CC(S(O[C@@H:19]2[CH2:23][N:22]([C:24]([O:26][C:27]([CH3:30])([CH3:29])[CH3:28])=[O:25])[C@H:21]([C:31]([O:33][CH3:34])=[O:32])[CH2:20]2)(=O)=O)=CC=1, predict the reaction product. The product is: [CH:1]1([S:6][C@H:19]2[CH2:23][N:22]([C:24]([O:26][C:27]([CH3:30])([CH3:29])[CH3:28])=[O:25])[C@H:21]([C:31]([O:33][CH3:34])=[O:32])[CH2:20]2)[CH2:5][CH2:4][CH2:3][CH2:2]1. (5) Given the reactants [CH2:1]([O:3][CH:4]([C:8]1[CH:13]=[CH:12][C:11]([O:14][CH3:15])=[CH:10][C:9]=1[F:16])[C:5]([OH:7])=O)[CH3:2].[NH2:17][CH2:18][C:19]1[CH:26]=[CH:25][C:22]([C:23]#[N:24])=[CH:21][CH:20]=1, predict the reaction product. The product is: [C:18]([C:19]1[CH:26]=[CH:25][C:22]([CH2:23][NH:24][C:5](=[O:7])[CH:4]([O:3][CH2:1][CH3:2])[C:8]2[CH:13]=[CH:12][C:11]([O:14][CH3:15])=[CH:10][C:9]=2[F:16])=[CH:21][CH:20]=1)#[N:17]. (6) Given the reactants [CH3:1][O:2][C:3](=[O:24])[C:4]1[CH:9]=[CH:8][C:7]([C:10]([CH2:21][CH3:22])([C:13]2[CH:18]=[CH:17][C:16]([OH:19])=[C:15]([CH3:20])[CH:14]=2)[CH2:11][CH3:12])=[CH:6][C:5]=1[CH3:23].[F:25][C:26]([F:39])([F:38])[S:27](O[S:27]([C:26]([F:39])([F:38])[F:25])(=[O:29])=[O:28])(=[O:29])=[O:28], predict the reaction product. The product is: [CH3:1][O:2][C:3](=[O:24])[C:4]1[CH:9]=[CH:8][C:7]([C:10]([CH2:11][CH3:12])([C:13]2[CH:18]=[CH:17][C:16]([O:19][S:27]([C:26]([F:39])([F:38])[F:25])(=[O:29])=[O:28])=[C:15]([CH3:20])[CH:14]=2)[CH2:21][CH3:22])=[CH:6][C:5]=1[CH3:23]. (7) Given the reactants [NH2:1][C:2]1[CH:10]=[CH:9][C:8]([N+:11]([O-:13])=[O:12])=[CH:7][C:3]=1[C:4](O)=[O:5].Cl.C([N:17]=C=NCCCN(C)C)C.O.ON1C2C=CC=CC=2N=N1.CN1CCOCC1.[OH-].[NH4+], predict the reaction product. The product is: [NH2:1][C:2]1[CH:10]=[CH:9][C:8]([N+:11]([O-:13])=[O:12])=[CH:7][C:3]=1[C:4]([NH2:17])=[O:5].